The task is: Predict the reaction yield, written as a fraction of the theoretical maximum amount of product (1.0 means a 100% yield; for example, 0.34 means a 34% yield).. This data is from Reaction yield outcomes from USPTO patents with 853,638 reactions. The reactants are [C:1]([C:5]1[CH:6]=[C:7]([C:15]2[N:19]([CH2:20][CH:21]3[CH2:26][CH2:25][CH2:24][CH2:23][CH2:22]3)[C:18]([CH3:27])=[C:17]([C:28]([O:30][CH3:31])=[O:29])[CH:16]=2)[CH:8]=[C:9]([C:11]2([CH3:14])[CH2:13][CH2:12]2)[CH:10]=1)([CH3:4])([CH3:3])[CH3:2].C1C(=O)N([Cl:39])C(=O)C1. The catalyst is C(#N)C. The product is [C:1]([C:5]1[CH:6]=[C:7]([C:15]2[N:19]([CH2:20][CH:21]3[CH2:22][CH2:23][CH2:24][CH2:25][CH2:26]3)[C:18]([CH3:27])=[C:17]([C:28]([O:30][CH3:31])=[O:29])[C:16]=2[Cl:39])[CH:8]=[C:9]([C:11]2([CH3:14])[CH2:13][CH2:12]2)[CH:10]=1)([CH3:2])([CH3:3])[CH3:4]. The yield is 0.800.